The task is: Regression. Given two drug SMILES strings and cell line genomic features, predict the synergy score measuring deviation from expected non-interaction effect.. This data is from NCI-60 drug combinations with 297,098 pairs across 59 cell lines. (1) Drug 1: CS(=O)(=O)CCNCC1=CC=C(O1)C2=CC3=C(C=C2)N=CN=C3NC4=CC(=C(C=C4)OCC5=CC(=CC=C5)F)Cl. Drug 2: CCN(CC)CCCC(C)NC1=C2C=C(C=CC2=NC3=C1C=CC(=C3)Cl)OC. Cell line: NCI-H226. Synergy scores: CSS=5.37, Synergy_ZIP=-3.40, Synergy_Bliss=-1.15, Synergy_Loewe=-1.56, Synergy_HSA=-1.53. (2) Drug 1: CS(=O)(=O)CCNCC1=CC=C(O1)C2=CC3=C(C=C2)N=CN=C3NC4=CC(=C(C=C4)OCC5=CC(=CC=C5)F)Cl. Drug 2: C1CC(=O)NC(=O)C1N2C(=O)C3=CC=CC=C3C2=O. Cell line: SF-295. Synergy scores: CSS=-4.16, Synergy_ZIP=4.38, Synergy_Bliss=4.50, Synergy_Loewe=-0.705, Synergy_HSA=-1.04.